From a dataset of Catalyst prediction with 721,799 reactions and 888 catalyst types from USPTO. Predict which catalyst facilitates the given reaction. (1) Reactant: [Cl:1][C:2]1[CH:26]=[CH:25][C:5]([CH2:6][NH:7][C:8]([C:10]2[C:11](=[O:24])[C:12]3[CH:19]=[C:18]([C:20]#[C:21][CH2:22][OH:23])[O:17][C:13]=3[N:14]([CH3:16])[CH:15]=2)=[O:9])=[CH:4][CH:3]=1. Product: [Cl:1][C:2]1[CH:26]=[CH:25][C:5]([CH2:6][NH:7][C:8]([C:10]2[C:11](=[O:24])[C:12]3[CH:19]=[C:18]([CH2:20][CH2:21][CH2:22][OH:23])[O:17][C:13]=3[N:14]([CH3:16])[CH:15]=2)=[O:9])=[CH:4][CH:3]=1. The catalyst class is: 29. (2) The catalyst class is: 8. Product: [NH2:3][CH2:12][CH2:13][NH:14][C@@H:15]([C@@H:23]([CH3:26])[CH2:24][CH3:25])[C:16]([O:18][C:19]([CH3:20])([CH3:21])[CH3:22])=[O:17]. Reactant: O=C1C2C(=CC=CC=2)C(=O)[N:3]1[CH2:12][CH2:13][NH:14][C@@H:15]([C@@H:23]([CH3:26])[CH2:24][CH3:25])[C:16]([O:18][C:19]([CH3:22])([CH3:21])[CH3:20])=[O:17].O.NN.[OH-].[Na+]. (3) Reactant: [CH3:1][N:2]([CH3:20])[CH2:3][C:4]#[C:5][C:6]1[CH:7]=[C:8]([NH:12][C:13](=[O:19])[O:14][C:15]([CH3:18])([CH3:17])[CH3:16])[CH:9]=[N:10][CH:11]=1. Product: [CH3:20][N:2]([CH3:1])[CH2:3][CH2:4][CH2:5][C:6]1[CH:7]=[C:8]([NH:12][C:13](=[O:19])[O:14][C:15]([CH3:16])([CH3:17])[CH3:18])[CH:9]=[N:10][CH:11]=1. The catalyst class is: 43. (4) Reactant: [C:1](=[O:4])([O-:3])[OH:2].[Ca+2:5].[C:6](=[O:9])([O-:8])[OH:7]. Product: [C:1](=[O:2])([O-:4])[OH:3].[Ca+2:5].[C:6](=[O:7])([O-:9])[OH:8].[C:1](=[O:3])=[O:2]. The catalyst class is: 6. (5) Reactant: [Cl:1][C:2]1[N:7]=[C:6](Cl)[CH:5]=[CH:4][N:3]=1.[CH:9]1(B(O)O)[CH2:11][CH2:10]1.P([O-])([O-])([O-])=O.[K+].[K+].[K+].C1COCC1. Product: [Cl:1][C:2]1[N:7]=[C:6]([CH:9]2[CH2:11][CH2:10]2)[CH:5]=[CH:4][N:3]=1. The catalyst class is: 25.